Dataset: NCI-60 drug combinations with 297,098 pairs across 59 cell lines. Task: Regression. Given two drug SMILES strings and cell line genomic features, predict the synergy score measuring deviation from expected non-interaction effect. Drug 1: COC1=C(C=C2C(=C1)N=CN=C2NC3=CC(=C(C=C3)F)Cl)OCCCN4CCOCC4. Drug 2: CC(C1=C(C=CC(=C1Cl)F)Cl)OC2=C(N=CC(=C2)C3=CN(N=C3)C4CCNCC4)N. Cell line: SF-539. Synergy scores: CSS=10.8, Synergy_ZIP=-2.57, Synergy_Bliss=-0.0181, Synergy_Loewe=1.12, Synergy_HSA=1.10.